From a dataset of Experimentally validated miRNA-target interactions with 360,000+ pairs, plus equal number of negative samples. Binary Classification. Given a miRNA mature sequence and a target amino acid sequence, predict their likelihood of interaction. (1) The miRNA is hsa-miR-500b-5p with sequence AAUCCUUGCUACCUGGGU. The protein sequence of the target gene is MCERSLYRAGYVGSLLNLQSPDSFYFSNLRANGSQLAALPPISYPRSALPWATTPASCTPAQPATASAFGGFSQPYLTGSGPIGLQSPGAKDGPEDQVKFYTPDAPTASEERSRTRPPFAPESSLVHSALKGTKYDYAGVGRTAPGSATLLQGAPCASSFKEDTKGPLNLNMAVQVAGVASCLRSSLPDGLPWGAAPGRARKKRKPYTKQQIAELENEFLVNEFINRQKRKELSNRLNLSDQQVKIWFQNRRMKKKRVVQREQALALY. Result: 0 (no interaction). (2) The miRNA is hsa-miR-20b-3p with sequence ACUGUAGUAUGGGCACUUCCAG. The protein sequence of the target gene is MWGFAGGRLFGIFSAPVLVAVVCCAQSVNDPGNMSFVKETVDKLLKGYDIRLRPDFGGPPVCVGMNIDIASIDMVSEVNMDYTLTMYFQQYWRDKRLAYSGIPLNLTLDNRVADQLWVPDTYFLNDKKSFVHGVTVKNRMIRLHPDGTVLYGLRITTTAACMMDLRRYPLDEQNCTLEIESYGYTTDDIEFYWRGGDKAVTGVERIELPQFSIVEHRLVSRNVVFATGAYPRLSLSFRLKRNIGYFILQTYMPSILITILSWVSFWINYDASAARVALGITTVLTMTTINTHLRETLPKI.... Result: 0 (no interaction). (3) Result: 1 (interaction). The miRNA is hsa-miR-6881-3p with sequence AUCCUCUUUCGUCCUUCCCACU. The protein sequence of the target gene is MFQRLSSLFFSTPSPPEDPDCPRAFVSEEDEVDGWLIIDLPDSYAAPPSPGAAPAPAGRPPPAPSLMDESWFVTPPACFTAEGPGLGPARLQSSPLEDLLIEHPSMSVYVTGSTIVLEPGSPSPLPDAALPDGDLSEGELTPARREPRAARHAAPLPARAALLEKAGQVRRLQRARQRAERHALSAKAVQRQNRARESRPRRSKNQSSFIYQPCQRQFNY.